Dataset: Full USPTO retrosynthesis dataset with 1.9M reactions from patents (1976-2016). Task: Predict the reactants needed to synthesize the given product. (1) Given the product [Br:8][C:5]1[CH:6]=[CH:7][C:2]([CH:16]=[O:17])=[N:3][CH:4]=1, predict the reactants needed to synthesize it. The reactants are: Br[C:2]1[CH:7]=[CH:6][C:5]([Br:8])=[CH:4][N:3]=1.C([Li])CCC.CN(C)[CH:16]=[O:17].[Cl-].[NH4+]. (2) Given the product [OH:13][CH:9]([C:10](=[O:12])[NH:42][CH2:41][CH2:40][C:34]1[CH:39]=[CH:38][CH:37]=[CH:36][CH:35]=1)[CH:8]([NH:14][C:15](=[O:33])[C:16]1[CH:21]=[CH:20][CH:19]=[N:18][C:17]=1[N:22]1[CH:26]=[CH:25][C:24]([C:27]2[CH:32]=[CH:31][CH:30]=[CH:29][CH:28]=2)=[N:23]1)[CH2:7][C:27]1[CH:32]=[CH:31][CH:30]=[CH:29][CH:28]=1, predict the reactants needed to synthesize it. The reactants are: C1([CH2:7][CH:8]([NH:14][C:15](=[O:33])[C:16]2[CH:21]=[CH:20][CH:19]=[N:18][C:17]=2[N:22]2[CH:26]=[CH:25][C:24]([C:27]3[CH:32]=[CH:31][CH:30]=[CH:29][CH:28]=3)=[N:23]2)[CH:9]([OH:13])[C:10]([OH:12])=O)C=CC=CC=1.[C:34]1([CH2:40][CH2:41][NH2:42])[CH:39]=[CH:38][CH:37]=[CH:36][CH:35]=1. (3) Given the product [CH2:11]([O:22][C:23]1[CH:33]=[CH:32][C:26]2[N:27]=[C:28]([C:30]#[N:31])[S:29][C:25]=2[CH:24]=1)/[CH:12]=[C:13](/[CH2:15][CH2:16][CH:17]=[C:18]([CH3:20])[CH3:19])\[CH3:14], predict the reactants needed to synthesize it. The reactants are: CC(C)=O.C(=O)([O-])[O-].[K+].[K+].[CH2:11](Br)/[CH:12]=[C:13](/[CH2:15][CH2:16][CH:17]=[C:18]([CH3:20])[CH3:19])\[CH3:14].[OH:22][C:23]1[CH:33]=[CH:32][C:26]2[N:27]=[C:28]([C:30]#[N:31])[S:29][C:25]=2[CH:24]=1. (4) Given the product [C:20]1([C:2]2[CH:3]=[CH:4][CH:5]=[C:6]3[C:10]=2[NH:9][C:8]([B:11]2[O:15][C:14]([CH3:17])([CH3:16])[C:13]([CH3:19])([CH3:18])[O:12]2)=[CH:7]3)[CH:25]=[CH:24][CH:23]=[CH:22][CH:21]=1, predict the reactants needed to synthesize it. The reactants are: Cl[C:2]1[CH:3]=[CH:4][CH:5]=[C:6]2[C:10]=1[NH:9][C:8]([B:11]1[O:15][C:14]([CH3:17])([CH3:16])[C:13]([CH3:19])([CH3:18])[O:12]1)=[CH:7]2.[C:20]1([C:20]2[CH:25]=[CH:24][CH:23]=[C:22]3[C:21]=2NC=C3)[CH:25]=[CH:24][CH:23]=[CH:22][CH:21]=1. (5) Given the product [Br:1][C:2]1[CH:13]=[CH:12][C:11]([OH:14])=[C:10]2[C:3]=1[CH2:4][C@H:5]([C:7]([OH:9])=[O:8])[NH:6][CH2:15]2, predict the reactants needed to synthesize it. The reactants are: [Br:1][C:2]1[CH:13]=[CH:12][C:11]([OH:14])=[CH:10][C:3]=1[CH2:4][C@H:5]([C:7]([OH:9])=[O:8])[NH2:6].[CH2:15]=O. (6) Given the product [F:37][C:22]([F:21])([F:38])[C:23]1[CH:28]=[CH:27][CH:26]=[CH:25][C:24]=1[N:29]1[CH2:30][CH:31]2[CH2:32][N:33]([C:2]3[S:3][C:4]([C:7]4[N:8]=[N:9][N:10]([CH2:12][C:13]([O:15][C:16]([CH3:19])([CH3:18])[CH3:17])=[O:14])[N:11]=4)=[CH:5][N:6]=3)[CH2:34][CH:35]2[CH2:36]1, predict the reactants needed to synthesize it. The reactants are: Br[C:2]1[S:3][C:4]([C:7]2[N:8]=[N:9][N:10]([CH2:12][C:13]([O:15][C:16]([CH3:19])([CH3:18])[CH3:17])=[O:14])[N:11]=2)=[CH:5][N:6]=1.Cl.[F:21][C:22]([F:38])([F:37])[C:23]1[CH:28]=[CH:27][CH:26]=[CH:25][C:24]=1[N:29]1[CH2:36][CH:35]2[CH:31]([CH2:32][NH:33][CH2:34]2)[CH2:30]1.CCN(C(C)C)C(C)C. (7) The reactants are: [NH2:1][C:2]1[C:7]([NH2:8])=[C:6]([NH:9][C@@H:10]2[C@@H:15]3[CH2:16][C@@H:12]([CH:13]=[CH:14]3)[C@@H:11]2[C:17]([NH2:19])=[O:18])[C:5]([Br:20])=[CH:4][N:3]=1.[CH3:21][O:22][C:23]1[CH:30]=[CH:29][CH:28]=[C:27]([O:31][CH3:32])[C:24]=1[CH:25]=O. Given the product [Br:20][C:5]1[C:6]([NH:9][C@@H:10]2[C@@H:15]3[CH2:16][C@@H:12]([CH:13]=[CH:14]3)[C@@H:11]2[C:17]([NH2:19])=[O:18])=[C:7]2[N:8]=[C:25]([C:24]3[C:27]([O:31][CH3:32])=[CH:28][CH:29]=[CH:30][C:23]=3[O:22][CH3:21])[NH:1][C:2]2=[N:3][CH:4]=1, predict the reactants needed to synthesize it.